Dataset: Reaction yield outcomes from USPTO patents with 853,638 reactions. Task: Predict the reaction yield, written as a fraction of the theoretical maximum amount of product (1.0 means a 100% yield; for example, 0.34 means a 34% yield). (1) The reactants are C(OC(=O)[NH:7][CH2:8][CH2:9][C:10]1[CH:15]=[CH:14][CH:13]=[C:12]([O:16][CH2:17][C:18]2[CH:23]=[CH:22][CH:21]=[C:20]([F:24])[CH:19]=2)[CH:11]=1)(C)(C)C. The catalyst is ClCCl.FC(F)(F)C(O)=O. The product is [F:24][C:20]1[CH:19]=[C:18]([CH:23]=[CH:22][CH:21]=1)[CH2:17][O:16][C:12]1[CH:11]=[C:10]([CH2:9][CH2:8][NH2:7])[CH:15]=[CH:14][CH:13]=1. The yield is 1.00. (2) The reactants are [NH2:1][C:2]1[N:6]([CH3:7])[N:5]=[C:4]([CH:8]2[CH2:12][CH2:11][N:10]([C:13]([O:15][CH2:16][C:17]3[CH:22]=[CH:21][CH:20]=[CH:19][CH:18]=3)=[O:14])[CH2:9]2)[C:3]=1[C:23]1[CH2:28][CH2:27][CH2:26][CH2:25][CH:24]=1.C(N=[C:32]=[O:33])C. The catalyst is N1C=CC=CC=1. The product is [CH3:7][N:6]1[C:2]2[NH:1][C:32](=[O:33])[C:24]3[CH2:25][CH2:26][CH2:27][CH2:28][C:23]=3[C:3]=2[C:4]([CH:8]2[CH2:12][CH2:11][N:10]([C:13]([O:15][CH2:16][C:17]3[CH:22]=[CH:21][CH:20]=[CH:19][CH:18]=3)=[O:14])[CH2:9]2)=[N:5]1. The yield is 0.770. (3) The reactants are C[O:2][C:3](OC)([C:5]([C:13]#[N:14])=[CH:6][C:7]1[CH:12]=[CH:11][CH:10]=[CH:9][CH:8]=1)[CH3:4].CCCCCC.C(OCC)(=O)C. The catalyst is Cl. The product is [C:13]([C:5](=[CH:6][C:7]1[CH:8]=[CH:9][CH:10]=[CH:11][CH:12]=1)[C:3](=[O:2])[CH3:4])#[N:14]. The yield is 0.380.